From a dataset of Catalyst prediction with 721,799 reactions and 888 catalyst types from USPTO. Predict which catalyst facilitates the given reaction. (1) Reactant: [CH2:1]([NH:9][C:10](=[O:12])[CH3:11])[CH2:2][C:3]1[CH:8]=[CH:7][CH:6]=[CH:5][CH:4]=1.[C:13](Cl)(=[O:15])[CH3:14].[Cl-].[Al+3].[Cl-].[Cl-]. Product: [C:13]([C:6]1[CH:7]=[CH:8][C:3]([CH2:2][CH2:1][NH:9][C:10](=[O:12])[CH3:11])=[CH:4][CH:5]=1)(=[O:15])[CH3:14]. The catalyst class is: 2. (2) Reactant: [C:1]([O:5][C:6]([N:8]1[CH2:13][CH2:12][NH:11][CH2:10][CH2:9]1)=[O:7])([CH3:4])([CH3:3])[CH3:2].C(=O)([O-])[O-].[K+].[K+].[C:20]([N:23]1[C:31]2[C:26](=[CH:27][C:28]([C:32](=O)[CH2:33]Br)=[CH:29][CH:30]=2)[CH2:25][CH2:24]1)(=[O:22])[CH3:21]. Product: [C:20]([N:23]1[C:31]2[C:26](=[CH:27][C:28]([CH2:32][CH2:33][N:11]3[CH2:12][CH2:13][N:8]([C:6]([O:5][C:1]([CH3:4])([CH3:2])[CH3:3])=[O:7])[CH2:9][CH2:10]3)=[CH:29][CH:30]=2)[CH2:25][CH2:24]1)(=[O:22])[CH3:21]. The catalyst class is: 10. (3) Product: [OH:19][NH:18][C:1]([N:3]1[CH2:8][CH2:7][N:6]([C:9]([O:11][C:12]([CH3:15])([CH3:14])[CH3:13])=[O:10])[C@H:5]([CH3:16])[CH2:4]1)=[NH:2]. Reactant: [C:1]([N:3]1[CH2:8][CH2:7][N:6]([C:9]([O:11][C:12]([CH3:15])([CH3:14])[CH3:13])=[O:10])[C@H:5]([CH3:16])[CH2:4]1)#[N:2].Cl.[NH2:18][OH:19].C(=O)([O-])[O-].[Na+].[Na+]. The catalyst class is: 3. (4) Product: [F:22][C:18]1[CH:17]=[C:16]2[C:21]([C:13]([C:11]3[CH:10]=[N:9][N:8]([C:5]4[N:6]=[N:7][CH:2]=[CH:3][CH:4]=4)[CH:12]=3)=[CH:14][N:15]2[S:23]([C:26]2[CH:27]=[CH:28][CH:29]=[CH:30][CH:31]=2)(=[O:24])=[O:25])=[CH:20][CH:19]=1. The catalyst class is: 45. Reactant: Cl[C:2]1[N:7]=[N:6][C:5]([N:8]2[CH:12]=[C:11]([C:13]3[C:21]4[C:16](=[CH:17][C:18]([F:22])=[CH:19][CH:20]=4)[N:15]([S:23]([C:26]4[CH:31]=[CH:30][CH:29]=[CH:28][CH:27]=4)(=[O:25])=[O:24])[CH:14]=3)[CH:10]=[N:9]2)=[CH:4][CH:3]=1.CCN(CC)CC.